This data is from Catalyst prediction with 721,799 reactions and 888 catalyst types from USPTO. The task is: Predict which catalyst facilitates the given reaction. (1) Reactant: [OH:1][C:2]1[CH:3]=[C:4]([CH:9]=[CH:10][CH:11]=1)[C:5]([NH:7][CH3:8])=[O:6].[H-].[Na+].Cl[C:15]1[CH:20]=[CH:19][C:18]([NH2:21])=[C:17]([N+:22]([O-:24])=[O:23])[CH:16]=1. Product: [NH2:21][C:18]1[CH:19]=[CH:20][C:15]([O:1][C:2]2[CH:3]=[C:4]([CH:9]=[CH:10][CH:11]=2)[C:5]([NH:7][CH3:8])=[O:6])=[CH:16][C:17]=1[N+:22]([O-:24])=[O:23]. The catalyst class is: 3. (2) Reactant: [NH2:1][C:2](=[O:36])[CH2:3][O:4][C:5]1[CH:6]=[C:7]2[C:12](=[CH:13][CH:14]=1)[C:11](=[O:15])[N:10]([CH2:16][CH:17]([CH3:19])[CH3:18])[C:9]([CH2:20][NH:21]C(=O)OC(C)(C)C)=[C:8]2[C:29]1[CH:34]=[CH:33][C:32]([Cl:35])=[CH:31][CH:30]=1. Product: [ClH:35].[NH2:21][CH2:20][C:9]1[N:10]([CH2:16][CH:17]([CH3:19])[CH3:18])[C:11](=[O:15])[C:12]2[C:7]([C:8]=1[C:29]1[CH:30]=[CH:31][C:32]([Cl:35])=[CH:33][CH:34]=1)=[CH:6][C:5]([O:4][CH2:3][C:2]([NH2:1])=[O:36])=[CH:14][CH:13]=2. The catalyst class is: 601. (3) Reactant: [N:1]1[C:10]2[C:5](=[CH:6][CH:7]=[CH:8][CH:9]=2)[CH:4]=[CH:3][C:2]=1[C:11]([OH:13])=O.Cl.[CH3:15][O:16]NC.CCN=C=NCCC[N:27]([CH3:29])C.C1C=C2N=NN(O)C2=CC=1.O.CCN(C(C)C)C(C)C. Product: [CH3:15][O:16][CH2:29][NH:27][C:11]([C:2]1[CH:3]=[CH:4][C:5]2[C:10](=[CH:9][CH:8]=[CH:7][CH:6]=2)[N:1]=1)=[O:13]. The catalyst class is: 3. (4) Reactant: [C:1]([O:5][C:6]([N:8]1[C@H:17]([C:18](O)=[O:19])[CH2:16][C:15]2[C:10](=[CH:11][CH:12]=[CH:13][CH:14]=2)[CH2:9]1)=[O:7])([CH3:4])([CH3:3])[CH3:2].O.[Cl-].COC1N=C(OC)N=C([N+]2(C)CCOCC2)N=1.[F:40][C:41]1[CH:46]=[CH:45][C:44]([C@H:47]([NH:49][CH2:50][C:51]2[CH:60]=[CH:59][C:54]([C:55]([O:57][CH3:58])=[O:56])=[CH:53][CH:52]=2)[CH3:48])=[CH:43][CH:42]=1.CN1CCOCC1. Product: [F:40][C:41]1[CH:42]=[CH:43][C:44]([C@H:47]([N:49]([CH2:50][C:51]2[CH:52]=[CH:53][C:54]([C:55]([O:57][CH3:58])=[O:56])=[CH:59][CH:60]=2)[C:18]([C@@H:17]2[CH2:16][C:15]3[C:10](=[CH:11][CH:12]=[CH:13][CH:14]=3)[CH2:9][N:8]2[C:6]([O:5][C:1]([CH3:4])([CH3:3])[CH3:2])=[O:7])=[O:19])[CH3:48])=[CH:45][CH:46]=1. The catalyst class is: 448. (5) Reactant: [NH:1]1[CH2:6][CH2:5][O:4][CH2:3][CH2:2]1.C(=O)([O-])[O-].[Na+].[Na+].Cl[C:14]1[N:19]=[C:18]([O:20][C:21]2[CH:47]=[CH:46][CH:45]=[CH:44][C:22]=2[CH2:23][NH:24][C:25]([NH:27][C:28]2[N:32]([C:33]3[CH:38]=[CH:37][C:36]([CH3:39])=[CH:35][CH:34]=3)[N:31]=[C:30]([C:40]([CH3:43])([CH3:42])[CH3:41])[CH:29]=2)=[O:26])[CH:17]=[C:16]([CH3:48])[N:15]=1. Product: [CH3:48][C:16]1[N:15]=[C:14]([N:1]2[CH2:6][CH2:5][O:4][CH2:3][CH2:2]2)[N:19]=[C:18]([O:20][C:21]2[CH:47]=[CH:46][CH:45]=[CH:44][C:22]=2[CH2:23][NH:24][C:25]([NH:27][C:28]2[N:32]([C:33]3[CH:34]=[CH:35][C:36]([CH3:39])=[CH:37][CH:38]=3)[N:31]=[C:30]([C:40]([CH3:43])([CH3:42])[CH3:41])[CH:29]=2)=[O:26])[CH:17]=1. The catalyst class is: 8.